From a dataset of Reaction yield outcomes from USPTO patents with 853,638 reactions. Predict the reaction yield, written as a fraction of the theoretical maximum amount of product (1.0 means a 100% yield; for example, 0.34 means a 34% yield). (1) The reactants are Br[C:2]1[C:10]2[O:9][C:8]([C:11]3[CH:16]=[CH:15][C:14]([OH:17])=[CH:13][CH:12]=3)=[N:7][C:6]=2[CH:5]=[C:4]([OH:18])[CH:3]=1.C[O-].[Na+].[C:22](OCC)(=[O:24])C. The catalyst is CN(C)C=O.Cl.[Cu]Br. The product is [OH:17][C:14]1[CH:15]=[CH:16][C:11]([C:8]2[O:9][C:10]3[C:2]([O:24][CH3:22])=[CH:3][C:4]([OH:18])=[CH:5][C:6]=3[N:7]=2)=[CH:12][CH:13]=1. The yield is 0.600. (2) The reactants are [NH2:1][C:2]1[C:21]([Cl:22])=[CH:20][C:5]([C:6]([N:8]([CH2:10][CH2:11][O:12][Si](C(C)(C)C)(C)C)[CH3:9])=[O:7])=[C:4]([O:23]C)[CH:3]=1.B(Cl)(Cl)Cl.CO.N. The catalyst is ClCCl. The product is [NH2:1][C:2]1[C:21]([Cl:22])=[CH:20][C:5]([C:6]([N:8]([CH2:10][CH2:11][OH:12])[CH3:9])=[O:7])=[C:4]([OH:23])[CH:3]=1. The yield is 0.770. (3) The reactants are ClC1C=CC=C(Cl)C=1[N:9]1[C:13]2=[N:14][C:15](CC3C=CC(CC(OCC)=O)=CC=3)=[N:16][C:17](=[O:18])[C:12]2=[C:11](C(C)C)[NH:10]1.C1COCC1.[OH-].[Li+]. The catalyst is O. The product is [N:9]1[C:13]2=[N:14][CH:15]=[N:16][C:17](=[O:18])[C:12]2=[CH:11][N:10]=1. The yield is 0.890. (4) The reactants are [F:1][C:2]1[CH:20]=[CH:19][C:5]([CH2:6][NH:7][C@H:8]2[C@H:13]3[CH2:14][C@H:10]([CH2:11][CH2:12]3)[C@H:9]2[C:15](OC)=[O:16])=[CH:4][C:3]=1[CH3:21].[CH3:22][S:23]([NH:26][C:27]1[CH:42]=[CH:41][C:30]2[NH:31][C:32]([CH2:37][C:38](O)=[O:39])=[N:33][S:34](=[O:36])(=[O:35])[C:29]=2[CH:28]=1)(=[O:25])=[O:24].CN1CCOCC1.Cl.CN(C)CCCN=C=NCC.C(N(CC)CC)C. The catalyst is CN(C)C=O.C(OCC)(=O)C. The product is [F:1][C:2]1[CH:20]=[CH:19][C:5]([CH2:6][N:7]2[C:38](=[O:39])[C:37]([C:32]3[NH:31][C:30]4[CH:41]=[CH:42][C:27]([NH:26][S:23]([CH3:22])(=[O:25])=[O:24])=[CH:28][C:29]=4[S:34](=[O:36])(=[O:35])[N:33]=3)=[C:15]([OH:16])[C@H:9]3[C@@H:8]2[C@H:13]2[CH2:14][C@@H:10]3[CH2:11][CH2:12]2)=[CH:4][C:3]=1[CH3:21]. The yield is 0.680. (5) The reactants are [CH3:1][C:2]1[S:9][C:8]2[CH:7]=[C:6]([C:10](O)=[O:11])[NH:5][C:4]=2[C:3]=1[N:13]([CH3:22])[S:14]([C:17]1[S:18][CH:19]=[CH:20][CH:21]=1)(=[O:16])=[O:15].[NH2:23][CH2:24][C:25]1([S:38][CH2:39][C:40]2[CH:45]=[CH:44][CH:43]=[CH:42][CH:41]=2)[CH2:30][CH2:29][N:28](C(OC(C)(C)C)=O)[CH2:27][CH2:26]1.N1(O)C2C=CC=CC=2N=N1.Cl.CN(C)CCCN=C=NCC.C(=O)([O-])O.[Na+].C1(P(=O)(C2C=CC=CC=2)C2C=CC=CC=2)C=CC=CC=1.FC(F)(F)S(OS(C(F)(F)F)(=O)=O)(=O)=O. The catalyst is C(#N)C.O1CCCC1. The product is [CH2:39]([S:38][C:25]1([CH2:24][NH:23][C:10]([C:6]2[NH:5][C:4]3[C:3]([N:13]([CH3:22])[S:14]([C:17]4[S:18][CH:19]=[CH:20][CH:21]=4)(=[O:16])=[O:15])=[C:2]([CH3:1])[S:9][C:8]=3[CH:7]=2)=[O:11])[CH2:30][CH2:29][NH:28][CH2:27][CH2:26]1)[C:40]1[CH:41]=[CH:42][CH:43]=[CH:44][CH:45]=1. The yield is 0.790. (6) The reactants are [CH3:1][CH:2]([Si:4](Cl)([CH:8]([CH3:10])[CH3:9])[CH:5]([CH3:7])[CH3:6])[CH3:3].N1C=CN=C1.[I:17][C:18]1[C:19]([CH2:24][OH:25])=[N:20][O:21][C:22]=1[CH3:23]. The catalyst is CN(C=O)C.O.C(Cl)Cl. The product is [I:17][C:18]1[C:19]([CH2:24][O:25][Si:4]([CH:8]([CH3:10])[CH3:9])([CH:5]([CH3:7])[CH3:6])[CH:2]([CH3:3])[CH3:1])=[N:20][O:21][C:22]=1[CH3:23]. The yield is 0.420. (7) The reactants are Br[C:2]1[CH:20]=[CH:19][C:5]2[N:6]=[C:7]([C@H:9]3[CH2:12][C@H:11]([N:13]4[CH2:18][CH2:17][CH2:16][CH2:15][CH2:14]4)[CH2:10]3)[S:8][C:4]=2[CH:3]=1.CC1(C)C(C)(C)OB([C:29]2[CH:30]=[N:31][N:32]([C:34]([C:47]3[CH:52]=[CH:51][CH:50]=[CH:49][CH:48]=3)([C:41]3[CH:46]=[CH:45][CH:44]=[CH:43][CH:42]=3)[C:35]3[CH:40]=[CH:39][CH:38]=[CH:37][CH:36]=3)[CH:33]=2)O1.C(=O)([O-])[O-].[Na+].[Na+]. The catalyst is Cl[Pd](Cl)([P](C1C=CC=CC=1)(C1C=CC=CC=1)C1C=CC=CC=1)[P](C1C=CC=CC=1)(C1C=CC=CC=1)C1C=CC=CC=1.C1(P(C2CCCCC2)C2C=CC=CC=2C2C=CC=CC=2)CCCCC1.C(O)C.O1CCOCC1. The product is [N:13]1([C@H:11]2[CH2:12][C@H:9]([C:7]3[S:8][C:4]4[CH:3]=[C:2]([C:29]5[CH:30]=[N:31][N:32]([C:34]([C:41]6[CH:46]=[CH:45][CH:44]=[CH:43][CH:42]=6)([C:35]6[CH:36]=[CH:37][CH:38]=[CH:39][CH:40]=6)[C:47]6[CH:52]=[CH:51][CH:50]=[CH:49][CH:48]=6)[CH:33]=5)[CH:20]=[CH:19][C:5]=4[N:6]=3)[CH2:10]2)[CH2:18][CH2:17][CH2:16][CH2:15][CH2:14]1. The yield is 0.700. (8) The reactants are [Cl:1][C:2]1[N:10]=[CH:9][CH:8]=[CH:7][C:3]=1[C:4](O)=[O:5].[H-].[H-].[H-].[H-].[Li+].[Al+3].O.[OH-].[Na+]. The catalyst is C1COCC1. The product is [Cl:1][C:2]1[C:3]([CH2:4][OH:5])=[CH:7][CH:8]=[CH:9][N:10]=1. The yield is 0.870.